Task: Predict the reactants needed to synthesize the given product.. Dataset: Full USPTO retrosynthesis dataset with 1.9M reactions from patents (1976-2016) (1) Given the product [O:12]=[C:13]1[C:17]([C:24]2[CH:25]=[CH:26][CH:27]=[CH:28][CH:29]=2)([C:18]2[CH:23]=[CH:22][CH:21]=[CH:20][CH:19]=2)[CH2:16][CH2:15][N:14]1[CH2:30][C:31]([NH:11][CH:1]1[C:10]2[C:5](=[CH:6][CH:7]=[CH:8][CH:9]=2)[CH2:4][CH2:3][CH2:2]1)=[O:32], predict the reactants needed to synthesize it. The reactants are: [CH:1]1([NH2:11])[C:10]2[C:5](=[CH:6][CH:7]=[CH:8][CH:9]=2)[CH2:4][CH2:3][CH2:2]1.[O:12]=[C:13]1[C:17]([C:24]2[CH:29]=[CH:28][CH:27]=[CH:26][CH:25]=2)([C:18]2[CH:23]=[CH:22][CH:21]=[CH:20][CH:19]=2)[CH2:16][CH2:15][N:14]1[CH2:30][C:31](O)=[O:32].Cl.C(N=C=NCCCN(C)C)C. (2) Given the product [C:25]([O:1][C:2]1[C:3]([C:22]([OH:24])=[O:23])=[CH:4][C:5]2[C:10]([CH:11]=1)=[CH:9][CH:8]=[C:7]([O:12][CH2:13][C:14]([N:16]1[CH2:17][CH2:18][O:19][CH2:20][CH2:21]1)=[O:15])[CH:6]=2)(=[O:27])[CH3:26], predict the reactants needed to synthesize it. The reactants are: [OH:1][C:2]1[C:3]([C:22]([OH:24])=[O:23])=[CH:4][C:5]2[C:10]([CH:11]=1)=[CH:9][CH:8]=[C:7]([O:12][CH2:13][C:14]([N:16]1[CH2:21][CH2:20][O:19][CH2:18][CH2:17]1)=[O:15])[CH:6]=2.[C:25](OC(=O)C)(=[O:27])[CH3:26].CC(O)=O.